Dataset: Peptide-MHC class I binding affinity with 185,985 pairs from IEDB/IMGT. Task: Regression. Given a peptide amino acid sequence and an MHC pseudo amino acid sequence, predict their binding affinity value. This is MHC class I binding data. (1) The peptide sequence is AEAYCTGML. The MHC is HLA-B18:01 with pseudo-sequence HLA-B18:01. The binding affinity (normalized) is 0. (2) The peptide sequence is ILKKLSSIK. The MHC is HLA-A68:01 with pseudo-sequence HLA-A68:01. The binding affinity (normalized) is 0.216.